Dataset: KCNQ2 potassium channel screen with 302,405 compounds. Task: Binary Classification. Given a drug SMILES string, predict its activity (active/inactive) in a high-throughput screening assay against a specified biological target. The result is 0 (inactive). The molecule is Clc1ccc(c2n(OC)c3c(n2)nccc3)cc1.